From a dataset of Full USPTO retrosynthesis dataset with 1.9M reactions from patents (1976-2016). Predict the reactants needed to synthesize the given product. Given the product [Cl:14][C:13]1[C:3]2[CH2:2][N:28]([CH:26]([C:23]3[CH:24]=[N:25][C:20]([O:19][CH2:18][CH:17]([F:30])[F:16])=[C:21]([CH3:29])[CH:22]=3)[CH3:27])[C:5](=[O:7])[C:4]=2[CH:10]=[CH:11][N:12]=1, predict the reactants needed to synthesize it. The reactants are: Br[CH2:2][C:3]1[C:13]([Cl:14])=[N:12][CH:11]=[CH:10][C:4]=1[C:5]([O:7]CC)=O.Cl.[F:16][CH:17]([F:30])[CH2:18][O:19][C:20]1[N:25]=[CH:24][C:23]([CH:26]([NH2:28])[CH3:27])=[CH:22][C:21]=1[CH3:29].